From a dataset of Forward reaction prediction with 1.9M reactions from USPTO patents (1976-2016). Predict the product of the given reaction. (1) Given the reactants C(O[C:6]([N:8]1[CH2:14][CH2:13][C:12]2[CH:15]=[C:16]([NH2:22])[C:17]([N:19]([CH3:21])[CH3:20])=[CH:18][C:11]=2[CH2:10][CH2:9]1)=O)(C)(C)C.N1C=CC=CC=1.[F:29][C:30]1[CH:47]=[CH:46][C:33]([CH2:34][O:35][C:36]2[CH:41]=[CH:40][C:39]([S:42]([Cl:45])(=[O:44])=[O:43])=[CH:38][CH:37]=2)=[CH:32][CH:31]=1.C(O[BH-](OC(=O)C)OC(=O)C)(=O)C.[Na+].C(=O)(O)[O-].[Na+], predict the reaction product. The product is: [ClH:45].[CH3:21][N:19]([CH3:20])[C:17]1[C:16]([NH:22][S:42]([C:39]2[CH:40]=[CH:41][C:36]([O:35][CH2:34][C:33]3[CH:46]=[CH:47][C:30]([F:29])=[CH:31][CH:32]=3)=[CH:37][CH:38]=2)(=[O:43])=[O:44])=[CH:15][C:12]2[CH2:13][CH2:14][N:8]([CH3:6])[CH2:9][CH2:10][C:11]=2[CH:18]=1. (2) Given the reactants C([N:4]1[CH2:9][C:8](=[O:10])[NH:7][CH:6]([CH2:11][C:12]2[CH:17]=[CH:16][CH:15]=[C:14]([O:18][CH3:19])[C:13]=2[O:20][CH3:21])[C:5]1=[O:22])(=O)C.O.NN, predict the reaction product. The product is: [CH3:21][O:20][C:13]1[C:14]([O:18][CH3:19])=[CH:15][CH:16]=[CH:17][C:12]=1[CH2:11][CH:6]1[NH:7][C:8](=[O:10])[CH2:9][NH:4][C:5]1=[O:22]. (3) Given the reactants [NH2:1][C:2]1[CH:3]=[N:4][CH:5]=[CH:6][CH:7]=1.C(O[CH:11]=[C:12]([C:18]([O:20][CH2:21][CH3:22])=[O:19])[C:13]([O:15][CH2:16][CH3:17])=[O:14])C, predict the reaction product. The product is: [N:4]1[CH:5]=[CH:6][CH:7]=[C:2](/[N:1]=[CH:11]/[CH:12]([C:13]([O:15][CH2:16][CH3:17])=[O:14])[C:18]([O:20][CH2:21][CH3:22])=[O:19])[CH:3]=1. (4) The product is: [Br:12][C:4]1[C:3](=[O:11])[N:2]([CH3:1])[CH:7]=[C:6]([N+:8]([O-:10])=[O:9])[CH:5]=1. Given the reactants [CH3:1][N:2]1[CH:7]=[C:6]([N+:8]([O-:10])=[O:9])[CH:5]=[CH:4][C:3]1=[O:11].[Br:12]N1C(=O)CCC1=O, predict the reaction product. (5) The product is: [C:1]1([C:7]2[S:8][C:9](=[O:12])[S:10][C:11]=2[S:19][C:13]2[CH:18]=[CH:17][CH:16]=[CH:15][CH:14]=2)[CH:2]=[CH:3][CH:4]=[CH:5][CH:6]=1. Given the reactants [C:1]1([C:7]2[S:8][C:9](=[O:12])[S:10][CH:11]=2)[CH:6]=[CH:5][CH:4]=[CH:3][CH:2]=1.[C:13]1([S:19][S:19][C:13]2[CH:18]=[CH:17][CH:16]=[CH:15][CH:14]=2)[CH:18]=[CH:17][CH:16]=[CH:15][CH:14]=1, predict the reaction product. (6) The product is: [Cl:1][C:2]1[CH:3]=[C:4]([CH:7]=[CH:8][CH:9]=1)[C@H:5]1[O:14][CH2:6]1. Given the reactants [Cl:1][C:2]1[CH:3]=[C:4]([CH:7]=[CH:8][CH:9]=1)[CH:5]=[CH2:6].C[N+]1([O-])CC[O:14]CC1.C1C=C(Cl)C=C(C(OO)=O)C=1, predict the reaction product. (7) Given the reactants [F:1][C:2]1[CH:3]=[CH:4][CH:5]=[C:6]2[C:11]=1[NH:10][C:9](=[O:12])[C:8]([CH:13]=O)=[CH:7]2.[Cl:15][C:16]1[CH:17]=[C:18]([CH:20]=[CH:21][CH:22]=1)[NH2:19].C(O[BH-](OC(=O)C)OC(=O)C)(=O)C.[Na+], predict the reaction product. The product is: [Cl:15][C:16]1[CH:17]=[C:18]([NH:19][CH2:13][C:8]2[C:9](=[O:12])[NH:10][C:11]3[C:6]([CH:7]=2)=[CH:5][CH:4]=[CH:3][C:2]=3[F:1])[CH:20]=[CH:21][CH:22]=1. (8) Given the reactants [CH2:1]([O:8][C:9]1[C:10]2[CH:21]=[C:20]([C:22]([F:25])([F:24])[F:23])[CH:19]=[CH:18][C:11]=2[S:12][C:13]=1[C:14]([O:16]C)=[O:15])[C:2]1[CH:7]=[CH:6][CH:5]=[CH:4][CH:3]=1.O.[OH-].[Li+].O, predict the reaction product. The product is: [CH2:1]([O:8][C:9]1[C:10]2[CH:21]=[C:20]([C:22]([F:25])([F:23])[F:24])[CH:19]=[CH:18][C:11]=2[S:12][C:13]=1[C:14]([OH:16])=[O:15])[C:2]1[CH:7]=[CH:6][CH:5]=[CH:4][CH:3]=1.